From a dataset of CYP2C19 inhibition data for predicting drug metabolism from PubChem BioAssay. Regression/Classification. Given a drug SMILES string, predict its absorption, distribution, metabolism, or excretion properties. Task type varies by dataset: regression for continuous measurements (e.g., permeability, clearance, half-life) or binary classification for categorical outcomes (e.g., BBB penetration, CYP inhibition). Dataset: cyp2c19_veith. (1) The drug is c1ccc2c(N3CCNCC3)cccc2c1. The result is 0 (non-inhibitor). (2) The drug is COc1cc(OC)nc(Oc2ccccc2C(=O)Oc2ccc(C)cc2)n1. The result is 1 (inhibitor). (3) The drug is COC(=O)c1[nH]c2cc(OC)ccc2c1NC(=O)c1ccc2c(c1)OCO2. The result is 1 (inhibitor). (4) The molecule is O=C1CN=C(c2cccs2)c2c(sc3c2CCCC3)N1. The result is 1 (inhibitor). (5) The drug is CN(C(=O)c1ccncc1)c1ccccc1. The result is 0 (non-inhibitor). (6) The drug is CSCC[C@@H](N)P(C)(=O)O. The result is 0 (non-inhibitor). (7) The compound is N[C@H](Cc1o[nH]c(=O)c1Cl)C(=O)O. The result is 1 (inhibitor). (8) The compound is Cc1nc2c(O)cccc2c(=O)[nH]1. The result is 1 (inhibitor).